This data is from Full USPTO retrosynthesis dataset with 1.9M reactions from patents (1976-2016). The task is: Predict the reactants needed to synthesize the given product. (1) Given the product [CH2:2]1[C:3]2([CH2:8][CH2:7][CH2:6][CH2:5][N:4]2[C:9]2[N:13]3[CH:14]=[C:15]([O:18][C@H:19]4[C:28]5[C:23](=[CH:24][CH:25]=[CH:26][CH:27]=5)[C@@H:22]([NH:29][C:30](=[O:31])[NH:32][C:33]5[N:34]([C:42]6[CH:43]=[C:44]([CH:45]=[CH:46][CH:47]=6)[O:48][CH2:49][CH2:50][O:51][S:62]([CH3:61])(=[O:64])=[O:63])[N:35]=[C:36]([C:38]([CH3:41])([CH3:39])[CH3:40])[CH:37]=5)[CH2:21][CH2:20]4)[CH:16]=[CH:17][C:12]3=[N:11][N:10]=2)[CH2:1]1, predict the reactants needed to synthesize it. The reactants are: [CH2:1]1[C:3]2([CH2:8][CH2:7][CH2:6][CH2:5][N:4]2[C:9]2[N:13]3[CH:14]=[C:15]([O:18][C@H:19]4[C:28]5[C:23](=[CH:24][CH:25]=[CH:26][CH:27]=5)[C@@H:22]([NH:29][C:30]([NH:32][C:33]5[N:34]([C:42]6[CH:47]=[CH:46][CH:45]=[C:44]([O:48][CH2:49][CH2:50][OH:51])[CH:43]=6)[N:35]=[C:36]([C:38]([CH3:41])([CH3:40])[CH3:39])[CH:37]=5)=[O:31])[CH2:21][CH2:20]4)[CH:16]=[CH:17][C:12]3=[N:11][N:10]=2)[CH2:2]1.CCN(C(C)C)C(C)C.[CH3:61][S:62](Cl)(=[O:64])=[O:63].C([O-])(O)=O.[Na+]. (2) Given the product [Cl:1][C:2]1[CH:3]=[C:4]([N:9]2[C:14](=[O:15])[C:13]([C:16]3[CH:21]=[CH:20][C:19]([F:22])=[CH:18][CH:17]=3)=[C:12]([C:23]3[CH:28]=[CH:27][C:26]([S:29]([NH2:33])(=[O:31])=[O:30])=[CH:25][CH:24]=3)[CH:11]=[N:10]2)[CH:5]=[CH:6][C:7]=1[F:8], predict the reactants needed to synthesize it. The reactants are: [Cl:1][C:2]1[CH:3]=[C:4]([N:9]2[C:14](=[O:15])[C:13]([C:16]3[CH:21]=[CH:20][C:19]([F:22])=[CH:18][CH:17]=3)=[C:12]([C:23]3[CH:28]=[CH:27][C:26]([S:29](C)(=[O:31])=[O:30])=[CH:25][CH:24]=3)[CH:11]=[N:10]2)[CH:5]=[CH:6][C:7]=1[F:8].[NH3:33]. (3) Given the product [CH3:51][C:49]1([CH3:52])[C:48]([CH3:53])([CH3:54])[O:47][B:46]([C:43]2[CH:44]=[CH:45][C:40]([C@@H:10]3[O:11][C@H:12]([CH2:31][OH:32])[C@@H:13]([OH:23])[C@H:14]([OH:15])[C@H:9]3[OH:8])=[CH:41][CH:42]=2)[O:50]1, predict the reactants needed to synthesize it. The reactants are: C([O:8][C@@H:9]1[C@@H:14]([O:15]CC2C=CC=CC=2)[C@H:13]([O:23]CC2C=CC=CC=2)[C@@H:12]([CH2:31][O:32]CC2C=CC=CC=2)[O:11][C@H:10]1[C:40]1[CH:45]=[CH:44][C:43]([B:46]2[O:50][C:49]([CH3:52])([CH3:51])[C:48]([CH3:54])([CH3:53])[O:47]2)=[CH:42][CH:41]=1)C1C=CC=CC=1.